Dataset: Full USPTO retrosynthesis dataset with 1.9M reactions from patents (1976-2016). Task: Predict the reactants needed to synthesize the given product. (1) Given the product [CH3:1][O:2][C:3](=[O:26])[C:4](=[C:5]1[C:9](=[O:10])[N:8]([C:11]2[CH:12]=[CH:13][CH:14]=[CH:15][CH:16]=2)[N:7]=[C:6]1[C:17]([F:19])([F:20])[F:18])[C:21]([F:24])([F:23])[F:22], predict the reactants needed to synthesize it. The reactants are: [CH3:1][O:2][C:3](=[O:26])[C:4](O)([C:21]([F:24])([F:23])[F:22])[C:5]1[C:9](=[O:10])[N:8]([C:11]2[CH:16]=[CH:15][CH:14]=[CH:13][CH:12]=2)[NH:7][C:6]=1[C:17]([F:20])([F:19])[F:18].S(Cl)(Cl)=O. (2) Given the product [CH3:37][O:36][C:30]1[CH:29]=[C:28]([NH:27][C:25]([NH:24][C@H:8]([CH2:7][OH:6])[CH2:9][CH2:10][N:11]2[CH2:12][CH:13]([C:15](=[O:23])[C:16]3[CH:17]=[CH:18][C:19]([F:22])=[CH:20][CH:21]=3)[CH2:14]2)=[O:26])[CH:33]=[C:32]([O:34][CH3:35])[CH:31]=1, predict the reactants needed to synthesize it. The reactants are: C([SiH2][O:6][C:7](C1C=CC=CC=1)(C1C=CC=CC=1)[C@@H:8]([NH:24][C:25]([NH:27][C:28]1[CH:33]=[C:32]([O:34][CH3:35])[CH:31]=[C:30]([O:36][CH3:37])[CH:29]=1)=[O:26])[CH2:9][CH2:10][N:11]1[CH2:14][CH:13]([C:15](=[O:23])[C:16]2[CH:21]=[CH:20][C:19]([F:22])=[CH:18][CH:17]=2)[CH2:12]1)(C)(C)C.[F-].C([N+](CCCC)(CCCC)CCCC)CCC. (3) Given the product [C:12]([O:7][CH2:6][C:5]1[CH:8]=[CH:9][CH:10]=[CH:11][C:4]=1[N:1]=[N+:2]=[N-:3])(=[O:15])[C:13]#[CH:14], predict the reactants needed to synthesize it. The reactants are: [N:1]([C:4]1[CH:11]=[CH:10][CH:9]=[CH:8][C:5]=1[CH2:6][OH:7])=[N+:2]=[N-:3].[C:12](O)(=[O:15])[C:13]#[CH:14].C1(N=C=NC2CCCCC2)CCCCC1. (4) Given the product [CH3:30][NH:31][C:27]([C:19]1[C:18]2[C:13](=[N:14][CH:15]=[CH:16][CH:17]=2)[N:12]=[C:11]([CH:9]([NH:8][C:6](=[O:7])[O:5][C:1]([CH3:3])([CH3:4])[CH3:2])[CH3:10])[C:20]=1[C:21]1[CH:22]=[CH:23][CH:24]=[CH:25][CH:26]=1)=[O:28], predict the reactants needed to synthesize it. The reactants are: [C:1]([O:5][C:6]([NH:8][CH:9]([C:11]1[C:20]([C:21]2[CH:26]=[CH:25][CH:24]=[CH:23][CH:22]=2)=[C:19]([C:27](O)=[O:28])[C:18]2[C:13](=[N:14][CH:15]=[CH:16][CH:17]=2)[N:12]=1)[CH3:10])=[O:7])([CH3:4])([CH3:3])[CH3:2].[CH3:30][N:31](C(ON1N=NC2C=CC=NC1=2)=[N+](C)C)C.F[P-](F)(F)(F)(F)F.CN.C(N(C(C)C)C(C)C)C. (5) Given the product [N:1]1[CH:2]=[CH:3][C:4]([N:7]2[CH2:11][CH2:10][N:9]([CH2:16][CH2:17][CH2:18][CH2:19][CH2:20][CH2:21][O:22][C:23]3[CH:24]=[CH:25][C:26]([C:29]([F:30])([F:31])[F:32])=[CH:27][CH:28]=3)[C:8]2=[O:12])=[CH:5][CH:6]=1, predict the reactants needed to synthesize it. The reactants are: [N:1]1[CH:6]=[CH:5][C:4]([N:7]2[CH2:11][CH2:10][NH:9][C:8]2=[O:12])=[CH:3][CH:2]=1.[H-].[Na+].Br[CH2:16][CH2:17][CH2:18][CH2:19][CH2:20][CH2:21][O:22][C:23]1[CH:28]=[CH:27][C:26]([C:29]([F:32])([F:31])[F:30])=[CH:25][CH:24]=1. (6) The reactants are: [Cl-].[Mg+2].[Cl-].[CH2:4]([O:6][C:7](=[O:12])[CH2:8][C:9]([O-:11])=O)[CH3:5].[K+].[CH3:14][O:15][C:16]([N:18]1[CH2:23][CH2:22][C@H:21](C(O)=O)[CH2:20][C@@H:19]1[CH2:27][C:28]1[CH:33]=[CH:32][C:31]([C:34]([F:37])([F:36])[F:35])=[CH:30][CH:29]=1)=[O:17]. Given the product [CH2:4]([O:6][C:7](=[O:12])[CH2:8][C:9]([C@H:21]1[CH2:22][CH2:23][N:18]([C:16]([O:15][CH3:14])=[O:17])[C@@H:19]([CH2:27][C:28]2[CH:29]=[CH:30][C:31]([C:34]([F:37])([F:36])[F:35])=[CH:32][CH:33]=2)[CH2:20]1)=[O:11])[CH3:5], predict the reactants needed to synthesize it. (7) Given the product [Cl:35][CH2:34][O:33][C:31]([NH:22][CH2:21][C:20]([O:19][CH2:12][C:13]1[CH:18]=[CH:17][CH:16]=[CH:15][CH:14]=1)=[O:23])=[O:32], predict the reactants needed to synthesize it. The reactants are: C1(C)C=CC(S(O)(=O)=O)=CC=1.[CH2:12]([O:19][C:20](=[O:23])[CH2:21][NH2:22])[C:13]1[CH:18]=[CH:17][CH:16]=[CH:15][CH:14]=1.N1C=CC=CC=1.Cl[C:31]([O:33][CH2:34][Cl:35])=[O:32]. (8) Given the product [O:17]1[CH:29]=[N:19][N:18]=[C:16]1[C:15]1[CH:14]=[C:13]([C:10]2[CH:11]=[C:12]3[C:7](=[CH:8][CH:9]=2)[N:6]=[C:5]([C:23]2[CH:24]=[N:25][CH:26]=[CH:27][CH:28]=2)[N:4]=[C:3]3[NH:2][CH3:1])[CH:22]=[CH:21][CH:20]=1, predict the reactants needed to synthesize it. The reactants are: [CH3:1][NH:2][C:3]1[C:12]2[C:7](=[CH:8][CH:9]=[C:10]([C:13]3[CH:14]=[C:15]([CH:20]=[CH:21][CH:22]=3)[C:16]([NH:18][NH2:19])=[O:17])[CH:11]=2)[N:6]=[C:5]([C:23]2[CH:24]=[N:25][CH:26]=[CH:27][CH:28]=2)[N:4]=1.[CH2:29](OC(OCC)OCC)C.